Dataset: Full USPTO retrosynthesis dataset with 1.9M reactions from patents (1976-2016). Task: Predict the reactants needed to synthesize the given product. (1) Given the product [N:26]1[C:34]2[CH2:33][CH2:32][NH:31][CH2:30][C:29]=2[O:28][C:27]=1[C:35]1[CH:36]=[C:37]([CH:40]=[CH:41][CH:42]=1)[C:38]#[N:39].[C:38]([C:37]1[CH:36]=[C:35]([C:27]2[O:28][C:29]3[CH2:30][N:31]([C:17]4[N:24]=[CH:23][CH:22]=[CH:21][C:18]=4[C:19]#[N:20])[CH2:32][CH2:33][C:34]=3[N:26]=2)[CH:42]=[CH:41][CH:40]=1)#[N:39], predict the reactants needed to synthesize it. The reactants are: C(C1C=C(C2OC3CCN([C:17]4[N:24]=[CH:23][CH:22]=[CH:21][C:18]=4[C:19]#[N:20])CC=3N=2)C=CC=1)#N.[N:26]1[C:34]2[CH2:33][CH2:32][NH:31][CH2:30][C:29]=2[O:28][C:27]=1[C:35]1[CH:36]=[C:37]([CH:40]=[CH:41][CH:42]=1)[C:38]#[N:39].C(C1C=C(C=CC=1)C(O)=O)#N. (2) Given the product [CH:3]1([CH:4]([NH:8][C:16]([O:15][C:12]([CH3:14])([CH3:13])[C:11]([F:29])([F:28])[F:10])=[O:17])[C:5]([OH:7])=[O:6])[CH2:2][CH2:1]1, predict the reactants needed to synthesize it. The reactants are: [CH2:1]1[CH:3]([C@H:4]([NH2:8])[C:5]([OH:7])=[O:6])[CH2:2]1.O.[F:10][C:11]([F:29])([F:28])[C:12]([O:15][C:16](=O)[O:17]C1C=CC([N+]([O-])=O)=CC=1)([CH3:14])[CH3:13].CCN(C(C)C)C(C)C. (3) Given the product [NH2:1][C:2]1[C:3]([F:33])=[CH:4][C:5]([CH2:6][C@H:7]2[C@H:15]3[C@@H:11]([N:12]([CH2:17][C:18]4[CH:23]=[CH:22][CH:21]=[C:20]([C:24]([CH3:27])([CH3:26])[CH3:25])[CH:19]=4)[C:13](=[O:16])[O:14]3)[CH2:10][S:9](=[O:29])(=[O:28])[CH2:8]2)=[CH:30][C:31]=1[CH:34]1[CH2:36][CH2:35]1, predict the reactants needed to synthesize it. The reactants are: [NH2:1][C:2]1[C:31](I)=[CH:30][C:5]([CH2:6][C@H:7]2[C@H:15]3[C@@H:11]([N:12]([CH2:17][C:18]4[CH:23]=[CH:22][CH:21]=[C:20]([C:24]([CH3:27])([CH3:26])[CH3:25])[CH:19]=4)[C:13](=[O:16])[O:14]3)[CH2:10][S:9](=[O:29])(=[O:28])[CH2:8]2)=[CH:4][C:3]=1[F:33].[CH:34]1(B(O)O)[CH2:36][CH2:35]1.O.P([O-])([O-])([O-])=O.[K+].[K+].[K+]. (4) Given the product [CH3:1][O:2][C:3]1[CH:9]=[C:8]2[C:6](=[CH:5][CH:4]=1)[N:7]=[CH:11][CH:10]=[C:12]2[CH3:14], predict the reactants needed to synthesize it. The reactants are: [CH3:1][O:2][C:3]1[CH:9]=[CH:8][C:6]([NH2:7])=[CH:5][CH:4]=1.[CH:10]([C:12]([CH3:14])=O)=[CH2:11]. (5) The reactants are: [CH3:1][O:2][C:3]([C:5]1[C:10]([CH:11]=C)=[C:9]([NH2:13])[N:8]=[C:7]([C:14]2[CH:19]=[CH:18][C:17]([Cl:20])=[C:16]([O:21][CH3:22])[C:15]=2[F:23])[N:6]=1)=[O:4].I([O-])(=O)(=O)=[O:25].[Na+]. Given the product [CH3:1][O:2][C:3]([C:5]1[C:10]([CH:11]=[O:25])=[C:9]([NH2:13])[N:8]=[C:7]([C:14]2[CH:19]=[CH:18][C:17]([Cl:20])=[C:16]([O:21][CH3:22])[C:15]=2[F:23])[N:6]=1)=[O:4], predict the reactants needed to synthesize it. (6) Given the product [C:17]1([C:16]2[CH:15]=[C:14]3[C:9](=[N:8][C:7]=2[C:1]2[CH:6]=[CH:5][CH:4]=[CH:3][CH:2]=2)[NH:10][CH2:11][CH2:12][CH2:13]3)[CH:18]=[CH:19][CH:20]=[CH:21][CH:22]=1, predict the reactants needed to synthesize it. The reactants are: [C:1]1([C:7]2[C:16]([C:17]3[CH:22]=[CH:21][CH:20]=[CH:19][CH:18]=3)=[CH:15][C:14]3[C:9](=[N:10][CH:11]=[CH:12][CH:13]=3)[N:8]=2)[CH:6]=[CH:5][CH:4]=[CH:3][CH:2]=1.N#N. (7) Given the product [CH3:1][O:2][C:3](=[O:12])[C:4]1[C:9]([B:22]2[O:26][C:25]([CH3:28])([CH3:27])[C:24]([CH3:30])([CH3:29])[O:23]2)=[CH:8][CH:7]=[CH:6][C:5]=1[F:11], predict the reactants needed to synthesize it. The reactants are: [CH3:1][O:2][C:3](=[O:12])[C:4]1[C:9](I)=[CH:8][CH:7]=[CH:6][C:5]=1[F:11].C([Mg]Cl)(C)C.C(O[B:22]1[O:26][C:25]([CH3:28])([CH3:27])[C:24]([CH3:30])([CH3:29])[O:23]1)(C)C.[NH4+].[Cl-]. (8) The reactants are: [CH2:1]([O:8][C:9]1[CH:10]=[C:11]([C:16]2[N:21]=[C:20]([C:22]([O:24][CH3:25])=[O:23])[CH:19]=[CH:18][C:17]=2OS(C(F)(F)F)(=O)=O)[CH:12]=[CH:13][C:14]=1[Cl:15])[C:2]1[CH:7]=[CH:6][CH:5]=[CH:4][CH:3]=1.C([Sn](CCCC)(CCCC)[C:39]1[CH:44]=[CH:43][CH:42]=[CH:41][N:40]=1)CCC.[Cl-].[Li+].[F-].[K+]. Given the product [CH2:1]([O:8][C:9]1[CH:10]=[C:11]([C:16]2[C:17]([C:39]3[CH:44]=[CH:43][CH:42]=[CH:41][N:40]=3)=[CH:18][CH:19]=[C:20]([C:22]([O:24][CH3:25])=[O:23])[N:21]=2)[CH:12]=[CH:13][C:14]=1[Cl:15])[C:2]1[CH:7]=[CH:6][CH:5]=[CH:4][CH:3]=1, predict the reactants needed to synthesize it. (9) The reactants are: [CH:1]([C:3]1[CH:12]=[CH:11][C:6]([C:7]([O:9][CH3:10])=[O:8])=[CH:5][C:4]=1[OH:13])=[O:2].O.Cl([O-])=[O:16].[Na+].Cl. Given the product [OH:13][C:4]1[CH:5]=[C:6]([C:7]([O:9][CH3:10])=[O:8])[CH:11]=[CH:12][C:3]=1[C:1]([OH:16])=[O:2], predict the reactants needed to synthesize it.